From a dataset of Catalyst prediction with 721,799 reactions and 888 catalyst types from USPTO. Predict which catalyst facilitates the given reaction. (1) Reactant: Cl.[NH2:2][OH:3].CC[N:6]([CH2:9][CH3:10])CC.[Cl:11][C:12]1[CH:19]=[C:18]([CH2:20][O:21][CH:22]2[CH2:27][CH2:26][CH2:25][CH2:24][O:23]2)[C:17]([O:28][CH3:29])=[CH:16]C=1C#N. Product: [Cl:11][C:12]1[CH:19]=[C:18]([CH2:20][O:21][CH:22]2[CH2:27][CH2:26][CH2:25][CH2:24][O:23]2)[C:17]([O:28][CH3:29])=[CH:16][C:10]=1[C:9](=[NH:6])[NH:2][OH:3]. The catalyst class is: 8. (2) Reactant: [H][H].C([O:10][C:11]1[CH:12]=[C:13]([C:17]([NH2:20])([CH3:19])[CH3:18])[CH:14]=[CH:15][CH:16]=1)C1C=CC=CC=1. Product: [NH2:20][C:17]([C:13]1[CH:12]=[C:11]([OH:10])[CH:16]=[CH:15][CH:14]=1)([CH3:19])[CH3:18]. The catalyst class is: 304. (3) Reactant: [CH3:1][C@H:2]1[N:7]([CH2:8][CH2:9][C:10]([F:13])([F:12])[F:11])[C:6](=[O:14])[C@@H:5]([NH:15]C(=O)OC(C)(C)C)[CH2:4][C@H:3]1[C:23]1[CH:28]=[CH:27][CH:26]=[CH:25][CH:24]=1. Product: [NH2:15][C@H:5]1[CH2:4][C@@H:3]([C:23]2[CH:28]=[CH:27][CH:26]=[CH:25][CH:24]=2)[C@@H:2]([CH3:1])[N:7]([CH2:8][CH2:9][C:10]([F:11])([F:12])[F:13])[C:6]1=[O:14]. The catalyst class is: 13. (4) Reactant: Br.Br.[CH3:3][O:4][C:5]1[CH:6]=[C:7]([CH:15]=[CH:16][C:17]=1[C:18]([F:21])([F:20])[F:19])[CH2:8][CH:9]1[CH2:14][NH:13][CH2:12][CH2:11][NH:10]1.[I-].[K+].C(N(CC)C(C)C)(C)C.Cl.[Cl:34][CH2:35][CH2:36][N:37]1[CH2:42][CH2:41][O:40][C@@H:39]([CH2:43][O:44][CH3:45])[CH2:38]1.[F:46][C:47]([F:62])([F:61])[C:48]1[CH:49]=[C:50]([CH:54]=[C:55]([C:57]([F:60])([F:59])[F:58])[CH:56]=1)[C:51]([Cl:53])=[O:52].Cl. Product: [ClH:34].[ClH:53].[F:46][C:47]([F:61])([F:62])[C:48]1[CH:49]=[C:50]([CH:54]=[C:55]([C:57]([F:60])([F:58])[F:59])[CH:56]=1)[C:51]([N:10]1[CH2:11][CH2:12][N:13]([CH2:35][CH2:36][N:37]2[CH2:42][CH2:41][O:40][C@H:39]([CH2:43][O:44][CH3:45])[CH2:38]2)[CH2:14][CH:9]1[CH2:8][C:7]1[CH:15]=[CH:16][C:17]([C:18]([F:20])([F:21])[F:19])=[C:5]([O:4][CH3:3])[CH:6]=1)=[O:52]. The catalyst class is: 42. (5) The catalyst class is: 385. Reactant: [CH3:1][Mg]Br.[C:4]([C:6]1[C:11]([F:12])=[CH:10][C:9]([F:13])=[CH:8]N=1)#N.OS(O)(=O)=O.[NH4+:19].[OH-:20]. Product: [F:12][C:11]1[C:6]([C:4](=[O:20])[CH3:1])=[N:19][CH:8]=[C:9]([F:13])[CH:10]=1. (6) The catalyst class is: 3. Product: [Br:7][C:8]1[CH:13]=[CH:12][C:11]([O:14][CH:23]2[CH2:24][N:25]([C:27]([O:29][C:30]([CH3:33])([CH3:32])[CH3:31])=[O:28])[CH2:26]2)=[CH:10][C:9]=1[N+:15]([O-:17])=[O:16]. Reactant: C(=O)([O-])[O-].[Cs+].[Cs+].[Br:7][C:8]1[CH:13]=[CH:12][C:11]([OH:14])=[CH:10][C:9]=1[N+:15]([O-:17])=[O:16].CS(O[CH:23]1[CH2:26][N:25]([C:27]([O:29][C:30]([CH3:33])([CH3:32])[CH3:31])=[O:28])[CH2:24]1)(=O)=O.